This data is from Catalyst prediction with 721,799 reactions and 888 catalyst types from USPTO. The task is: Predict which catalyst facilitates the given reaction. (1) Reactant: [H-].[Na+].C([O:9][C:10]1[CH:15]=[C:14]([CH3:16])[C:13]([OH:17])=[C:12]([CH3:18])[C:11]=1[CH3:19])(=O)C(C)(C)C.[CH3:20][O:21][CH2:22]Cl. Product: [CH3:20][O:21][CH2:22][O:17][C:13]1[C:14]([CH3:16])=[CH:15][C:10]([OH:9])=[C:11]([CH3:19])[C:12]=1[CH3:18]. The catalyst class is: 7. (2) Reactant: [NH2:1][C:2]1[CH:6]=[C:5]([Br:7])[S:4][C:3]=1[C:8]([O:10][CH3:11])=[O:9].C[Si](C)(C)[N-][Si](C)(C)C.[Li+].O1CCCC1.[O:27]=[C:28]1[C@H:33]2[CH2:34][C@:30]([C:42]3[CH:47]=[CH:46][CH:45]=[CH:44][CH:43]=3)([CH2:31][N:32]2[C:35]([O:37][C:38]([CH3:41])([CH3:40])[CH3:39])=[O:36])[O:29]1.Cl. Product: [Br:7][C:5]1[S:4][C:3]([C:8]([O:10][CH3:11])=[O:9])=[C:2]([NH:1][C:28]([CH:33]2[CH2:34][C:30]([OH:29])([C:42]3[CH:47]=[CH:46][CH:45]=[CH:44][CH:43]=3)[CH2:31][N:32]2[C:35]([O:37][C:38]([CH3:41])([CH3:40])[CH3:39])=[O:36])=[O:27])[CH:6]=1. The catalyst class is: 214. (3) Reactant: O1[C:5]2([CH2:10][CH2:9][CH:8]([O:11][CH2:12][C:13]([CH3:16])([OH:15])[CH3:14])[CH2:7][CH2:6]2)[O:4]CC1.Cl.CC(C)=O. Product: [OH:15][C:13]([CH3:16])([CH3:14])[CH2:12][O:11][CH:8]1[CH2:9][CH2:10][C:5](=[O:4])[CH2:6][CH2:7]1. The catalyst class is: 6. (4) Reactant: [NH:1]1[CH:8]=[CH:7][C:5](=[O:6])[NH:4][C:2]1=[O:3].[C:9]1([CH2:15][CH2:16][CH2:17][CH2:18][N:19]=[C:20]=[O:21])[CH:14]=[CH:13][CH:12]=[CH:11][CH:10]=1. Product: [O:3]=[C:2]1[NH:4][C:5](=[O:6])[CH:7]=[CH:8][N:1]1[C:20]([NH:19][CH2:18][CH2:17][CH2:16][CH2:15][C:9]1[CH:10]=[CH:11][CH:12]=[CH:13][CH:14]=1)=[O:21]. The catalyst class is: 383. (5) Reactant: [C:1]([O:5][C:6]([N:8]1[CH2:12][CH2:11][C@H:10]([C:13]2[CH:18]=[CH:17][CH:16]=[CH:15][CH:14]=2)[C@@H:9]1[C:19]([OH:21])=[O:20])=[O:7])([CH3:4])([CH3:3])[CH3:2].ON1C2C=CC=C[C:26]=2N=N1.CCN=C=NCCCN(C)C.Cl.C(N(CC)CC)C. Product: [C:13]1([C@H:10]2[CH2:11][CH2:12][N:8]([C:6]([O:5][C:1]([CH3:4])([CH3:2])[CH3:3])=[O:7])[C@H:9]2[C:19]([O:21][CH3:26])=[O:20])[CH:18]=[CH:17][CH:16]=[CH:15][CH:14]=1. The catalyst class is: 24. (6) Reactant: [Br:1][C:2]1[CH:11]=[C:10]2[C:5]([C:6]([SH:12])=[CH:7][CH:8]=[N:9]2)=[CH:4][CH:3]=1.Br[C:14]1([C:18]([O:20][CH2:21][CH3:22])=[O:19])[CH2:17][CH2:16][CH2:15]1.C(=O)([O-])[O-].[Cs+].[Cs+].CN(C)C=O. Product: [Br:1][C:2]1[CH:11]=[C:10]2[C:5]([C:6]([S:12][C:14]3([C:18]([O:20][CH2:21][CH3:22])=[O:19])[CH2:17][CH2:16][CH2:15]3)=[CH:7][CH:8]=[N:9]2)=[CH:4][CH:3]=1. The catalyst class is: 6. (7) Reactant: C[Mg]Br.[CH2:4](OCC)C.CON(C)[C:12]([CH:14]1[CH2:19][CH2:18][O:17][CH2:16][CH2:15]1)=[O:13]. Product: [O:17]1[CH2:16][CH2:15][CH:14]([C:12](=[O:13])[CH3:4])[CH2:19][CH2:18]1. The catalyst class is: 7.